This data is from Reaction yield outcomes from USPTO patents with 853,638 reactions. The task is: Predict the reaction yield, written as a fraction of the theoretical maximum amount of product (1.0 means a 100% yield; for example, 0.34 means a 34% yield). (1) The yield is 0.986. The catalyst is O1CCOCC1.CCCCCC.C(OCC)(=O)C. The product is [CH3:11][O:10][CH2:9][O:8][C:6]1[CH:7]=[C:2]2[C:3]([CH:12]([CH2:27][CH:28]=[CH2:29])[C:13]([C:17]3[CH:18]=[CH:19][C:20]([O:23][CH2:24][O:25][CH3:26])=[CH:21][CH:22]=3)([CH3:14])[CH2:16][O:1]2)=[CH:4][CH:5]=1. The reactants are [OH:1][C:2]1[CH:7]=[C:6]([O:8][CH2:9][O:10][CH3:11])[CH:5]=[CH:4][C:3]=1[CH:12]([CH2:27][CH:28]=[CH2:29])[C:13]([C:17]1[CH:22]=[CH:21][C:20]([O:23][CH2:24][O:25][CH3:26])=[CH:19][CH:18]=1)([CH3:16])[CH2:14]O.C1(P(C2C=CC=CC=2)C2C=CC=CC=2)C=CC=CC=1.CCOC(/N=N/C(OCC)=O)=O.O. (2) The reactants are Cl[C:2]1[CH:3]=[CH:4][N:5]2[C:10]([C:11]=1[CH3:12])=[C:9]([CH:13]1[CH2:15][CH2:14]1)[CH:8]=[C:7]([C:16]([O:18][CH3:19])=[O:17])[C:6]2=[O:20].[F:21][C:22]1[CH:23]=[C:24](B(O)O)[CH:25]=[CH:26][CH:27]=1. No catalyst specified. The product is [CH:13]1([C:9]2[CH:8]=[C:7]([C:16]([O:18][CH3:19])=[O:17])[C:6](=[O:20])[N:5]3[C:10]=2[C:11]([CH3:12])=[C:2]([C:26]2[CH:25]=[CH:24][CH:23]=[C:22]([F:21])[CH:27]=2)[CH:3]=[CH:4]3)[CH2:15][CH2:14]1. The yield is 0.770.